Dataset: Forward reaction prediction with 1.9M reactions from USPTO patents (1976-2016). Task: Predict the product of the given reaction. (1) The product is: [F:11][C:12]1[C:17]([F:18])=[CH:16][CH:15]=[CH:14][C:13]=1[C@@H:19]1[CH2:29][CH2:28][C:27](=[O:30])[C:22]2=[N:23][CH:24]=[CH:25][CH:26]=[C:21]2[C@H:20]1[NH:31][C:32](=[O:38])[O:33][C:34]([CH3:36])([CH3:35])[CH3:37]. Given the reactants CS(C)=O.C(Cl)(=O)C(Cl)=O.[F:11][C:12]1[C:17]([F:18])=[CH:16][CH:15]=[CH:14][C:13]=1[C@@H:19]1[CH2:29][CH2:28][C@@H:27]([OH:30])[C:22]2=[N:23][CH:24]=[CH:25][CH:26]=[C:21]2[C@H:20]1[NH:31][C:32](=[O:38])[O:33][C:34]([CH3:37])([CH3:36])[CH3:35].C(N(CC)CC)C, predict the reaction product. (2) Given the reactants Cl.[NH2:2][C@H:3]([C:14]([O:16][CH3:17])=[O:15])[CH2:4][C:5]1[C:13]2[C:8](=[CH:9][CH:10]=[CH:11][CH:12]=2)[NH:7][CH:6]=1.C(N(CC)CC)C.[O:25]([C:32]1[CH:42]=[CH:41][C:35]([CH:36]=[CH:37][C:38](O)=[O:39])=[CH:34][CH:33]=1)[C:26]1[CH:31]=[CH:30][CH:29]=[CH:28][CH:27]=1.CCN=C=NCCCN(C)C.Cl, predict the reaction product. The product is: [O:25]([C:32]1[CH:33]=[CH:34][C:35]([CH:36]=[CH:37][C:38]([NH:2][C@H:3]([C:14]([O:16][CH3:17])=[O:15])[CH2:4][C:5]2[C:13]3[C:8](=[CH:9][CH:10]=[CH:11][CH:12]=3)[NH:7][CH:6]=2)=[O:39])=[CH:41][CH:42]=1)[C:26]1[CH:31]=[CH:30][CH:29]=[CH:28][CH:27]=1. (3) Given the reactants [CH3:1][C:2]1[CH:3]=[C:4]([CH2:9][CH:10]([NH2:13])[CH2:11][CH3:12])[CH:5]=[CH:6][C:7]=1[CH3:8].[CH:14](OCC)=[O:15].C(N(CC)CC)C, predict the reaction product. The product is: [CH3:1][C:2]1[CH:3]=[C:4]([CH2:9][CH:10]([NH:13][CH:14]=[O:15])[CH2:11][CH3:12])[CH:5]=[CH:6][C:7]=1[CH3:8].